Dataset: Full USPTO retrosynthesis dataset with 1.9M reactions from patents (1976-2016). Task: Predict the reactants needed to synthesize the given product. (1) Given the product [Cl:1][C:2]1[N:3]=[CH:4][CH:5]=[C:6]2[C:10]([C:11]([N:46]3[CH2:47][CH2:48][CH:43]([C:38]4[CH:37]=[C:36]([CH:41]=[CH:40][C:39]=4[F:42])[CH2:35][NH:34][C:32](=[O:33])[C:31]([F:50])([F:49])[F:30])[CH2:44][CH2:45]3)=[O:13])=[CH:9][N:8]([CH2:14][CH2:15][O:16][CH3:17])[C:7]=12, predict the reactants needed to synthesize it. The reactants are: [Cl:1][C:2]1[N:3]=[CH:4][CH:5]=[C:6]2[C:10]([C:11]([OH:13])=O)=[CH:9][N:8]([CH2:14][CH2:15][O:16][CH3:17])[C:7]=12.C(C1NC=CN=1)(C1NC=CN=1)=O.[F:30][C:31]([F:50])([F:49])[C:32]([NH:34][CH2:35][C:36]1[CH:41]=[CH:40][C:39]([F:42])=[C:38]([CH:43]2[CH2:48][CH2:47][NH:46][CH2:45][CH2:44]2)[CH:37]=1)=[O:33]. (2) Given the product [C:18]([C:5]1[CH:6]=[C:2]([CH3:1])[N:3]([C:8]2[CH:13]=[CH:12][C:11]([O:14][CH2:15][CH3:16])=[CH:10][C:9]=2[CH3:17])[C:4]=1[CH3:7])(=[O:20])[CH3:19], predict the reactants needed to synthesize it. The reactants are: [CH3:1][C:2]1[N:3]([C:8]2[CH:13]=[CH:12][C:11]([O:14][CH2:15][CH3:16])=[CH:10][C:9]=2[CH3:17])[C:4]([CH3:7])=[CH:5][CH:6]=1.[C:18](OC(=O)C)(=[O:20])[CH3:19].I. (3) Given the product [CH3:14][NH:15][C:16]([C:18]1[CH:23]=[C:22]([O:13][C:6]2[CH:7]=[CH:8][C:9]([N+:10]([O-:12])=[O:11])=[C:4]([N+:1]([O-:3])=[O:2])[CH:5]=2)[CH:21]=[CH:20][N:19]=1)=[O:17], predict the reactants needed to synthesize it. The reactants are: [N+:1]([C:4]1[CH:5]=[C:6]([OH:13])[CH:7]=[CH:8][C:9]=1[N+:10]([O-:12])=[O:11])([O-:3])=[O:2].[CH3:14][NH:15][C:16]([C:18]1[CH:23]=[C:22](Cl)[CH:21]=[CH:20][N:19]=1)=[O:17]. (4) Given the product [CH2:44]([O:46][C:47](=[O:56])[CH2:48][C:49]1[CH:50]=[N:51][C:52]([C:28]2[CH:29]=[CH:30][C:25]([C:22]([C:19]3[CH:20]=[CH:21][C:16]([CH2:15][CH2:14][CH:9]([O:8][Si:5]([C:1]([CH3:4])([CH3:3])[CH3:2])([CH3:6])[CH3:7])[C:10]([CH3:11])([CH3:13])[CH3:12])=[C:17]([CH3:43])[CH:18]=3)([CH2:23][CH3:24])[CH2:41][CH3:42])=[CH:26][C:27]=2[CH3:40])=[N:53][CH:54]=1)[CH3:45], predict the reactants needed to synthesize it. The reactants are: [C:1]([Si:5]([O:8][CH:9]([CH2:14][CH2:15][C:16]1[CH:21]=[CH:20][C:19]([C:22]([CH2:41][CH3:42])([C:25]2[CH:30]=[CH:29][C:28](B3OC(C)(C)C(C)(C)O3)=[C:27]([CH3:40])[CH:26]=2)[CH2:23][CH3:24])=[CH:18][C:17]=1[CH3:43])[C:10]([CH3:13])([CH3:12])[CH3:11])([CH3:7])[CH3:6])([CH3:4])([CH3:3])[CH3:2].[CH2:44]([O:46][C:47](=[O:56])[CH2:48][C:49]1[CH:50]=[N:51][C:52](Br)=[N:53][CH:54]=1)[CH3:45].P([O-])([O-])([O-])=O.[K+].[K+].[K+].